Dataset: Full USPTO retrosynthesis dataset with 1.9M reactions from patents (1976-2016). Task: Predict the reactants needed to synthesize the given product. (1) Given the product [CH3:1][C:2]1[C:6]([C:7]2[C:16]3[O:15][CH2:14][CH:13]([C:17]4[CH:22]=[CH:21][CH:20]=[CH:19][N+:18]=4[O-:27])[N:12]4[C:23](=[O:25])[NH:24][C:10]([C:11]=34)=[CH:9][CH:8]=2)=[C:5]([CH3:26])[O:4][N:3]=1, predict the reactants needed to synthesize it. The reactants are: [CH3:1][C:2]1[C:6]([C:7]2[C:16]3[O:15][CH2:14][CH:13]([C:17]4[CH:22]=[CH:21][CH:20]=[CH:19][N:18]=4)[N:12]4[C:23](=[O:25])[NH:24][C:10]([C:11]=34)=[CH:9][CH:8]=2)=[C:5]([CH3:26])[O:4][N:3]=1.[OH:27]O. (2) Given the product [Cl:1][CH2:2][CH2:3][O:4][C:5]1[CH:10]=[CH:9][CH:8]=[CH:7][C:6]=1[C:11]([NH:14][C:15]1[C:16](=[O:32])[N:17]([C:21]2[CH:22]=[C:23]([CH:27]=[C:28]([F:31])[C:29]=2[CH3:30])[C:24]([NH:46][O:45][CH3:41])=[O:26])[CH:18]=[CH:19][N:20]=1)([CH3:12])[CH3:13], predict the reactants needed to synthesize it. The reactants are: [Cl:1][CH2:2][CH2:3][O:4][C:5]1[CH:10]=[CH:9][CH:8]=[CH:7][C:6]=1[C:11]([NH:14][C:15]1[C:16](=[O:32])[N:17]([C:21]2[CH:22]=[C:23]([CH:27]=[C:28]([F:31])[C:29]=2[CH3:30])[C:24]([OH:26])=O)[CH:18]=[CH:19][N:20]=1)([CH3:13])[CH3:12].[B-](F)(F)(F)F.CN([C:41]([O:45][N:46]1N=NC2C1=CC=CC=2)=[N+](C)C)C.C(N(CC)C(C)C)(C)C.Cl.CON.